The task is: Predict which catalyst facilitates the given reaction.. This data is from Catalyst prediction with 721,799 reactions and 888 catalyst types from USPTO. Reactant: [CH3:1][C@H:2]1[CH2:7][N:6]2[N:8]=[CH:9][C:10]([N:11]3[C:25](=[O:26])[CH2:24][C:13]4([CH2:16][N:15]([C:17]([O:19][C:20]([CH3:23])([CH3:22])[CH3:21])=[O:18])[CH2:14]4)[CH2:12]3)=[C:5]2[CH2:4][NH:3]1.CCN(CC)CC.[Cl:34][C:35]1[CH:40]=[C:39]([N:41]=[C:42]=[O:43])[CH:38]=[CH:37][C:36]=1[F:44]. Product: [Cl:34][C:35]1[CH:40]=[C:39]([NH:41][C:42]([N:3]2[C@@H:2]([CH3:1])[CH2:7][N:6]3[N:8]=[CH:9][C:10]([N:11]4[C:25](=[O:26])[CH2:24][C:13]5([CH2:14][N:15]([C:17]([O:19][C:20]([CH3:21])([CH3:22])[CH3:23])=[O:18])[CH2:16]5)[CH2:12]4)=[C:5]3[CH2:4]2)=[O:43])[CH:38]=[CH:37][C:36]=1[F:44]. The catalyst class is: 34.